From a dataset of Full USPTO retrosynthesis dataset with 1.9M reactions from patents (1976-2016). Predict the reactants needed to synthesize the given product. Given the product [NH2:14][C:11]1[N:12]=[CH:13][C:8]([C:5]2[CH:6]=[CH:7][C:2]([C:19]3[C:18]([C:16]#[N:17])=[CH:23][CH:22]=[CH:21][CH:20]=3)=[CH:3][C:4]=2[F:15])=[N:9][CH:10]=1, predict the reactants needed to synthesize it. The reactants are: Br[C:2]1[CH:7]=[CH:6][C:5]([C:8]2[N:9]=[CH:10][C:11]([NH2:14])=[N:12][CH:13]=2)=[C:4]([F:15])[CH:3]=1.[C:16]([C:18]1[CH:23]=[CH:22][CH:21]=[CH:20][C:19]=1B(O)O)#[N:17].